From a dataset of Catalyst prediction with 721,799 reactions and 888 catalyst types from USPTO. Predict which catalyst facilitates the given reaction. (1) Reactant: [C:1]([C:5]1[CH:6]=[C:7]2[C:12](=[CH:13][CH:14]=1)[C:11](=[O:15])[N:10]([C:16]1[CH:26]=[CH:25][CH:24]=[C:23](B3OC(C)(C)C(C)(C)O3)[C:17]=1[CH2:18][O:19][C:20](=[O:22])[CH3:21])[N:9]=[CH:8]2)([CH3:4])([CH3:3])[CH3:2].[CH3:36][O:37][C:38]([C:40]1[N:41]([CH3:46])[C:42](Br)=[CH:43][CH:44]=1)=[O:39].C([O-])([O-])=O.[K+].[K+]. Product: [CH3:36][O:37][C:38]([C:40]1[N:41]([CH3:46])[C:42]([C:23]2[CH:24]=[CH:25][CH:26]=[C:16]([N:10]3[N:9]=[CH:8][C:7]4[C:12](=[CH:13][CH:14]=[C:5]([C:1]([CH3:3])([CH3:4])[CH3:2])[CH:6]=4)[C:11]3=[O:15])[C:17]=2[CH2:18][O:19][C:20](=[O:22])[CH3:21])=[CH:43][CH:44]=1)=[O:39]. The catalyst class is: 117. (2) Reactant: [Cl:1][C:2]1[CH:3]=[N+:4]([O-:27])[CH:5]=[C:6]([Cl:26])[C:7]=1[CH2:8][C@@H:9]([C:11]1[CH:16]=[CH:15][C:14]([O:17][CH:18]([F:20])[F:19])=[C:13]([O:21]CC2CC2)[CH:12]=1)[OH:10].Cl.[OH-].[Na+]. Product: [Cl:26][C:6]1[CH:5]=[N+:4]([O-:27])[CH:3]=[C:2]([Cl:1])[C:7]=1[CH2:8][C@@H:9]([C:11]1[CH:16]=[CH:15][C:14]([O:17][CH:18]([F:20])[F:19])=[C:13]([OH:21])[CH:12]=1)[OH:10]. The catalyst class is: 6. (3) Reactant: [CH3:1][O:2][C:3]([NH:5][CH:6]([CH:10]([CH3:12])[CH3:11])[C:7](O)=[O:8])=[O:4].C1C=CC2N(O)N=NC=2C=1.Cl.Cl.Cl.[CH3:26][O:27][C:28](=[O:76])[NH:29][CH:30]([C:34]([N:36]1[CH:42]([C:43]2[NH:44][C:45]([C:48]3[CH:53]=[CH:52][C:51]([C:54]4[CH:63]=[CH:62][C:61]5[C:56](=[CH:57][CH:58]=[C:59]([C:64]6[NH:65][C:66]([CH:69]7[CH2:73][CH:72]([C:74]#[N:75])[CH2:71][NH:70]7)=[N:67][CH:68]=6)[CH:60]=5)[CH:55]=4)=[CH:50][CH:49]=3)=[CH:46][N:47]=2)[CH2:41][C:38]2([CH2:40][CH2:39]2)[CH2:37]1)=[O:35])[CH:31]([CH3:33])[CH3:32].CN1CCOCC1. Product: [CH3:26][O:27][C:28](=[O:76])[NH:29][CH:30]([C:34]([N:36]1[CH:42]([C:43]2[NH:44][C:45]([C:48]3[CH:49]=[CH:50][C:51]([C:54]4[CH:63]=[CH:62][C:61]5[C:56](=[CH:57][CH:58]=[C:59]([C:64]6[NH:65][C:66]([CH:69]7[CH2:73][CH:72]([C:74]#[N:75])[CH2:71][N:70]7[C:7](=[O:8])[CH:6]([NH:5][C:3]([O:2][CH3:1])=[O:4])[CH:10]([CH3:12])[CH3:11])=[N:67][CH:68]=6)[CH:60]=5)[CH:55]=4)=[CH:52][CH:53]=3)=[CH:46][N:47]=2)[CH2:41][C:38]2([CH2:39][CH2:40]2)[CH2:37]1)=[O:35])[CH:31]([CH3:33])[CH3:32]. The catalyst class is: 31. (4) Reactant: [C:1]([O:5][C:6]([N:8]1[CH2:13][CH2:12][CH2:11][C@H:10]([NH:14][C:15]2[C:20]3[CH:21]=[C:22]([C:24]4[CH:29]=[CH:28][C:27]([CH2:30][N:31]([CH3:33])[CH3:32])=[CH:26][CH:25]=4)[S:23][C:19]=3[C:18]([C:34]#[N:35])=[CH:17][CH:16]=2)[CH2:9]1)=[O:7])([CH3:4])([CH3:3])[CH3:2].CN(CC1C=C(C2SC3C(C(N)=O)=CN=C(N[C@H]4CCCNC4)C=3C=2)C=CC=1)C. The catalyst class is: 33. Product: [C:34]([C:18]1[C:19]2[S:23][C:22]([C:24]3[CH:25]=[CH:26][C:27]([CH2:30][N:31]([CH3:33])[CH3:32])=[CH:28][CH:29]=3)=[CH:21][C:20]=2[C:15]([NH:14][C@H:10]2[CH2:11][CH2:12][CH2:13][N:8]([C:6]([O:5][C:1]([CH3:4])([CH3:3])[CH3:2])=[O:7])[CH2:9]2)=[CH:16][CH:17]=1)#[N:35]. (5) Reactant: [CH2:1]([S:3]([N:6]1[C:18]2[CH2:17][CH2:16][CH:15]([CH:19]3[CH2:24][CH2:23][O:22][CH2:21][CH2:20]3)[CH2:14][C:13]=2[C:12]2[C:7]1=[CH:8][CH:9]=[C:10]([C:25](O)=[O:26])[CH:11]=2)(=[O:5])=[O:4])[CH3:2].CCN(C(C)C)C(C)C.CN(C(ON1N=NC2C=CC=NC1=2)=[N+](C)C)C.F[P-](F)(F)(F)(F)F.[CH2:61]([NH:63][CH2:64][C:65]([OH:67])=O)[CH3:62].[NH2:68][CH2:69][CH2:70][C:71]#[N:72]. Product: [C:69]([CH2:70][CH2:71][NH:72][C:65](=[O:67])[CH2:64][N:63]([CH2:61][CH3:62])[C:25]([C:10]1[CH:11]=[C:12]2[C:7](=[CH:8][CH:9]=1)[N:6]([S:3]([CH2:1][CH3:2])(=[O:4])=[O:5])[C:18]1[CH2:17][CH2:16][CH:15]([CH:19]3[CH2:24][CH2:23][O:22][CH2:21][CH2:20]3)[CH2:14][C:13]2=1)=[O:26])#[N:68]. The catalyst class is: 3. (6) Reactant: [CH3:1][N:2]1[C@@H:12]2[CH2:13][C:14]3[CH:19]=[CH:18][C:17]([O:20][CH3:21])=[C:16]4[O:22][CH:6]5[C:7]([CH:9]=[CH:10][C@:11]2([OH:23])[C@:5]5([C:15]=34)[CH2:4][CH2:3]1)=[O:8]. Product: [CH3:1][N:2]1[C@@H:12]2[CH2:13][C:14]3[CH:19]=[CH:18][C:17]([O:20][CH3:21])=[C:16]4[O:22][C@H:6]5[C:7]([CH2:9][CH2:10][C@:11]2([OH:23])[C@:5]5([C:15]=34)[CH2:4][CH2:3]1)=[O:8]. The catalyst class is: 45. (7) The catalyst class is: 1. Reactant: [Br:1][C:2]1[CH:3]=[C:4]2[C:9](=[CH:10][CH:11]=1)[N:8]=[CH:7][CH:6]=[C:5]2[CH3:12].C[Si](C)(C)N[Si](C)(C)C.[K].C[O:24][C:25]([C:27]1[CH:32]=[CH:31][CH:30]=[C:29]([CH3:33])[N:28]=1)=O. Product: [Br:1][C:2]1[CH:3]=[C:4]2[C:9](=[CH:10][CH:11]=1)[N:8]=[CH:7][CH:6]=[C:5]2[CH2:12][C:25]([C:27]1[CH:32]=[CH:31][CH:30]=[C:29]([CH3:33])[N:28]=1)=[O:24]. (8) Reactant: [NH2:1][C:2]1[N:7]=[CH:6][N:5]=[C:4]2[N:8]([CH:12]([C:14]3[CH:15]=[C:16]4[N:21]([C:22]=3[N:23]3[CH2:27][CH2:26][CH2:25][C:24]3=[O:28])[CH:20]=[CH:19][CH:18]=[CH:17]4)[CH3:13])[N:9]=[C:10](I)[C:3]=12.[F:29][C:30]1[CH:31]=[C:32](B(O)O)[CH:33]=[C:34]([OH:36])[CH:35]=1.CCO.C([O-])([O-])=O.[Na+].[Na+]. Product: [NH2:1][C:2]1[N:7]=[CH:6][N:5]=[C:4]2[N:8]([CH:12]([C:14]3[CH:15]=[C:16]4[N:21]([C:22]=3[N:23]3[CH2:27][CH2:26][CH2:25][C:24]3=[O:28])[CH:20]=[CH:19][CH:18]=[CH:17]4)[CH3:13])[N:9]=[C:10]([C:32]3[CH:33]=[C:34]([OH:36])[CH:35]=[C:30]([F:29])[CH:31]=3)[C:3]=12. The catalyst class is: 104.